This data is from Full USPTO retrosynthesis dataset with 1.9M reactions from patents (1976-2016). The task is: Predict the reactants needed to synthesize the given product. (1) Given the product [O:11]([CH2:18][CH:19]=[O:20])[C:12]1[CH:17]=[CH:16][CH:15]=[CH:14][CH:13]=1, predict the reactants needed to synthesize it. The reactants are: CS(C)=O.C(Cl)(=O)C(Cl)=O.[O:11]([CH2:18][CH2:19][OH:20])[C:12]1[CH:17]=[CH:16][CH:15]=[CH:14][CH:13]=1.C(N(CC)CC)C. (2) The reactants are: [Cl:1][C:2]1[N:7]=[C:6](Cl)[C:5]([Cl:9])=[CH:4][N:3]=1.[CH3:10][NH:11][CH:12]1[CH:16]2[O:17][CH2:18][CH:19]([OH:20])[CH:15]2[O:14][CH2:13]1.CCN(CC)CC. Given the product [Cl:1][C:2]1[N:7]=[C:6]([N:11]([CH3:10])[CH:12]2[CH:16]3[O:17][CH2:18][CH:19]([OH:20])[CH:15]3[O:14][CH2:13]2)[C:5]([Cl:9])=[CH:4][N:3]=1, predict the reactants needed to synthesize it. (3) Given the product [F:10][C:11]1[CH:12]=[C:13]([CH:16]=[CH:17][C:18]=1[F:19])[CH2:14][NH:15][C:2]1[N:7]=[C:6]([NH:15][CH2:14][C:13]2[CH:16]=[CH:17][C:18]([F:19])=[C:11]([F:10])[CH:12]=2)[CH:5]=[C:4]([CH3:9])[N:3]=1, predict the reactants needed to synthesize it. The reactants are: Cl[C:2]1[N:7]=[C:6](Cl)[CH:5]=[C:4]([CH3:9])[N:3]=1.[F:10][C:11]1[CH:12]=[C:13]([CH:16]=[CH:17][C:18]=1[F:19])[CH2:14][NH2:15]. (4) The reactants are: CCN(C(C)C)C(C)C.[Cl:10][C:11]1[CH:12]=[CH:13][C:14]2[N:15]([CH:17]=[C:18]([NH2:20])[N:19]=2)[N:16]=1.[N:21]1[CH:26]=[CH:25][C:24]([C:27]2[S:28][CH:29]=[C:30]([C:32](O)=[O:33])[N:31]=2)=[CH:23][CH:22]=1.CN(C(ON1N=NC2C=CC=NC1=2)=[N+](C)C)C.F[P-](F)(F)(F)(F)F. Given the product [Cl:10][C:11]1[CH:12]=[CH:13][C:14]2[N:15]([CH:17]=[C:18]([NH:20][C:32]([C:30]3[N:31]=[C:27]([C:24]4[CH:25]=[CH:26][N:21]=[CH:22][CH:23]=4)[S:28][CH:29]=3)=[O:33])[N:19]=2)[N:16]=1, predict the reactants needed to synthesize it. (5) Given the product [CH2:52]([O:56][C:28](=[O:29])[NH:30][C:31]1[CH:32]=[CH:33][C:34]([C:2]2[C:7]([C:8]([F:11])([F:10])[F:9])=[CH:6][C:5]([NH:12][C:13]3[N:17]=[C:16]([NH2:18])[NH:15][N:14]=3)=[CH:4][C:3]=2[Cl:19])=[CH:35][CH:36]=1)[CH2:53][CH3:54], predict the reactants needed to synthesize it. The reactants are: Br[C:2]1[C:7]([C:8]([F:11])([F:10])[F:9])=[CH:6][C:5]([NH:12][C:13]2[N:17]=[C:16]([NH2:18])[NH:15][N:14]=2)=[CH:4][C:3]=1[Cl:19].O1CCC(CC[C:28]([NH:30][C:31]2[CH:36]=[CH:35][C:34](B3OC(C)(C)C(C)(C)O3)=[CH:33][CH:32]=2)=[O:29])CC1.C([O-])([O-])=O.[Cs+].[Cs+].[CH2:52]([OH:56])[CH2:53][CH2:54]C. (6) Given the product [F:31][C:28]1[CH:29]=[CH:30][C:25]([CH2:24][N:21]2[CH:16]=[C:15]([CH2:14][NH:13][C:11](=[O:12])[C:10]3[CH:17]=[CH:18][CH:19]=[N:20][C:9]=3[NH:8][C:5]3[CH:6]=[CH:7][C:2]([F:1])=[CH:3][CH:4]=3)[N:23]=[N:22]2)=[CH:26][CH:27]=1, predict the reactants needed to synthesize it. The reactants are: [F:1][C:2]1[CH:7]=[CH:6][C:5]([NH:8][C:9]2[N:20]=[CH:19][CH:18]=[CH:17][C:10]=2[C:11]([NH:13][CH2:14][C:15]#[CH:16])=[O:12])=[CH:4][CH:3]=1.[N:21]([CH2:24][C:25]1[CH:30]=[CH:29][C:28]([F:31])=[CH:27][CH:26]=1)=[N+:22]=[N-:23].O.O=C1O[C@H]([C@H](CO)O)C([O-])=C1O.[Na+].